This data is from NCI-60 drug combinations with 297,098 pairs across 59 cell lines. The task is: Regression. Given two drug SMILES strings and cell line genomic features, predict the synergy score measuring deviation from expected non-interaction effect. (1) Drug 1: CC(C)(C#N)C1=CC(=CC(=C1)CN2C=NC=N2)C(C)(C)C#N. Drug 2: CC1=C(C(=O)C2=C(C1=O)N3CC4C(C3(C2COC(=O)N)OC)N4)N. Cell line: 786-0. Synergy scores: CSS=39.6, Synergy_ZIP=-3.12, Synergy_Bliss=2.02, Synergy_Loewe=2.31, Synergy_HSA=3.30. (2) Drug 1: CC(C1=C(C=CC(=C1Cl)F)Cl)OC2=C(N=CC(=C2)C3=CN(N=C3)C4CCNCC4)N. Drug 2: CCCCCOC(=O)NC1=NC(=O)N(C=C1F)C2C(C(C(O2)C)O)O. Cell line: RXF 393. Synergy scores: CSS=4.10, Synergy_ZIP=-1.64, Synergy_Bliss=-2.96, Synergy_Loewe=-1.38, Synergy_HSA=-1.74. (3) Drug 1: CC1=C2C(C(=O)C3(C(CC4C(C3C(C(C2(C)C)(CC1OC(=O)C(C(C5=CC=CC=C5)NC(=O)OC(C)(C)C)O)O)OC(=O)C6=CC=CC=C6)(CO4)OC(=O)C)O)C)O. Drug 2: CC1CCCC2(C(O2)CC(NC(=O)CC(C(C(=O)C(C1O)C)(C)C)O)C(=CC3=CSC(=N3)C)C)C. Cell line: SK-MEL-28. Synergy scores: CSS=37.9, Synergy_ZIP=3.72, Synergy_Bliss=4.14, Synergy_Loewe=-3.24, Synergy_HSA=3.66. (4) Drug 1: C1=CC(=CC=C1C#N)C(C2=CC=C(C=C2)C#N)N3C=NC=N3. Drug 2: CCC(=C(C1=CC=CC=C1)C2=CC=C(C=C2)OCCN(C)C)C3=CC=CC=C3.C(C(=O)O)C(CC(=O)O)(C(=O)O)O. Cell line: UACC-257. Synergy scores: CSS=0.705, Synergy_ZIP=-1.21, Synergy_Bliss=-2.50, Synergy_Loewe=-2.30, Synergy_HSA=-2.84.